This data is from Forward reaction prediction with 1.9M reactions from USPTO patents (1976-2016). The task is: Predict the product of the given reaction. (1) Given the reactants CS(O[CH2:6][CH2:7][N:8]1[CH:12]=[C:11]([CH2:13][C:14]([NH:16][CH2:17][C:18]2[CH:23]=[CH:22][C:21]([F:24])=[CH:20][C:19]=2[Cl:25])=[O:15])[C:10]([C:26]([F:29])([F:28])[F:27])=[N:9]1)(=O)=O.[NH2:30][CH2:31][CH2:32][OH:33].CN1CCCC1=O, predict the reaction product. The product is: [Cl:25][C:19]1[CH:20]=[C:21]([F:24])[CH:22]=[CH:23][C:18]=1[CH2:17][NH:16][C:14](=[O:15])[CH2:13][C:11]1[C:10]([C:26]([F:28])([F:27])[F:29])=[N:9][N:8]([CH2:7][CH2:6][NH:30][CH2:31][CH2:32][OH:33])[CH:12]=1. (2) Given the reactants O1CCCCC2C=CC=C(N3CCN(CCCCN)CC3)C1=2.BrC1C=CC=C(Br)C=1O.[OH-].[Na+].BrCCCCBr.Br[C:41]1[CH:52]=[CH:51][CH:50]=[C:49]([Br:53])[C:42]=1[O:43][CH2:44][CH2:45][CH2:46][CH2:47]Br.C([Li])CCC.CCCCCC, predict the reaction product. The product is: [Br:53][C:49]1[C:42]2[O:43][CH2:44][CH2:45][CH2:46][CH2:47][C:41]=2[CH:52]=[CH:51][CH:50]=1. (3) Given the reactants CC([N:5]([CH2:9][CH:10]([N:17]1C(=O)C2C(=CC=CC=2)C1=O)[C:11]1[CH:16]=[CH:15][CH:14]=[CH:13][CH:12]=1)[C:6](=[O:8])[O-:7])(C)C.CN.NN, predict the reaction product. The product is: [NH2:17][CH:10]([C:11]1[CH:12]=[CH:13][CH:14]=[CH:15][CH:16]=1)[CH2:9][NH:5][C:6](=[O:8])[O:7][C:11]([CH3:16])([CH3:12])[CH3:10]. (4) Given the reactants C1(C)C=CC=CC=1.Br[C:9]1[CH:14]=[CH:13][C:12]([N:15]2[C:19]3[CH:20]=[CH:21][CH:22]=[CH:23][C:18]=3[N:17]=[CH:16]2)=[CH:11][CH:10]=1.[NH2:24][CH2:25][CH2:26][O:27][CH2:28][CH2:29][OH:30].CC(C)([O-])C.[Na+], predict the reaction product. The product is: [N:15]1([C:12]2[CH:13]=[CH:14][C:9]([NH:24][CH2:25][CH2:26][O:27][CH2:28][CH2:29][OH:30])=[CH:10][CH:11]=2)[C:19]2[CH:20]=[CH:21][CH:22]=[CH:23][C:18]=2[N:17]=[CH:16]1. (5) Given the reactants C([O:5][C:6]([C:8]1[N:9]([CH2:22][C:23]2[CH:27]=[C:26]([C:28]3[S:29][C:30]([Cl:33])=[CH:31][CH:32]=3)[O:25][N:24]=2)[C:10]([C:13]([N:15]2[CH2:21][CH2:20][CH2:19][O:18][CH2:17][CH2:16]2)=[O:14])=[N:11][CH:12]=1)=[O:7])(C)(C)C.C(O)(C(F)(F)F)=O, predict the reaction product. The product is: [Cl:33][C:30]1[S:29][C:28]([C:26]2[O:25][N:24]=[C:23]([CH2:22][N:9]3[C:8]([C:6]([OH:7])=[O:5])=[CH:12][N:11]=[C:10]3[C:13]([N:15]3[CH2:21][CH2:20][CH2:19][O:18][CH2:17][CH2:16]3)=[O:14])[CH:27]=2)=[CH:32][CH:31]=1. (6) The product is: [CH2:1]([O:6][C:7]1[CH:8]=[C:9]([CH:15]=[CH:16][CH:17]=1)[C:10]([OH:12])=[O:11])[CH2:2][CH2:3][CH3:4]. Given the reactants [CH2:1](Br)[CH2:2][CH2:3][CH3:4].[OH:6][C:7]1[CH:8]=[C:9]([CH:15]=[CH:16][CH:17]=1)[C:10]([O:12]CC)=[O:11].C(=O)([O-])[O-].[K+].[K+].C(OC1C=C(C=CC=1)C(O)=O)CC, predict the reaction product.